This data is from Reaction yield outcomes from USPTO patents with 853,638 reactions. The task is: Predict the reaction yield, written as a fraction of the theoretical maximum amount of product (1.0 means a 100% yield; for example, 0.34 means a 34% yield). (1) The reactants are [OH:1][CH2:2][C@@H:3]1[NH:7][C:6](=[O:8])[CH2:5][CH2:4]1.CCN(CC)CC.[CH3:16][S:17](Cl)(=[O:19])=[O:18]. The catalyst is C(O)C.C(Cl)Cl. The product is [O:8]=[C:6]1[NH:7][C@@H:3]([CH2:2][O:1][S:17]([CH3:16])(=[O:19])=[O:18])[CH2:4][CH2:5]1. The yield is 0.700. (2) The reactants are C[O:2][C:3](=[O:30])[CH2:4][CH2:5][CH:6]([N:8]1[C:12]2[CH:13]=[CH:14][CH:15]=[CH:16][C:11]=2[N:10]([CH2:17][CH:18]2[C:26]3[C:21](=[CH:22][CH:23]=[CH:24][C:25]=3[CH3:27])[N:20]([CH3:28])[CH2:19]2)[C:9]1=[O:29])[CH3:7]. The catalyst is O1CCOCC1.O. The product is [CH3:28][N:20]1[C:21]2[C:26](=[C:25]([CH3:27])[CH:24]=[CH:23][CH:22]=2)[C:18]([CH2:17][N:10]2[C:11]3[CH:16]=[CH:15][CH:14]=[CH:13][C:12]=3[N:8]([CH:6]([CH3:7])[CH2:5][CH2:4][C:3]([OH:30])=[O:2])[C:9]2=[O:29])=[CH:19]1. The yield is 0.150. (3) The reactants are [CH3:1][C:2]1[CH:3]=[CH:4][N:5]2[CH:10]=[C:9]([CH:11]=[O:12])[N:8]([C:13]3[CH:18]=[CH:17][CH:16]=[CH:15][CH:14]=3)[C:7](=[O:19])[C:6]=12.[CH3:20][Mg]I.CCOCC. The catalyst is C1COCC1. The product is [OH:12][CH:11]([C:9]1[N:8]([C:13]2[CH:14]=[CH:15][CH:16]=[CH:17][CH:18]=2)[C:7](=[O:19])[C:6]2[N:5]([CH:4]=[CH:3][C:2]=2[CH3:1])[CH:10]=1)[CH3:20]. The yield is 0.897. (4) The reactants are [OH:1][CH2:2][CH2:3][N:4]([CH2:12][CH2:13][N:14]1[CH2:19][CH2:18][S:17][C:16]2[CH:20]=[CH:21][C:22]([N+:24]([O-])=O)=[CH:23][C:15]1=2)[C:5](=[O:11])[O:6][C:7]([CH3:10])([CH3:9])[CH3:8].I.[S:28]1[CH:32]=[CH:31][CH:30]=[C:29]1[C:33](SC)=[NH:34]. The catalyst is C(O)C.ClCCl.[Pd]. The product is [OH:1][CH2:2][CH2:3][N:4]([CH2:12][CH2:13][N:14]1[CH2:19][CH2:18][S:17][C:16]2[CH:20]=[CH:21][C:22]([NH:24][C:33]([C:29]3[S:28][CH:32]=[CH:31][CH:30]=3)=[NH:34])=[CH:23][C:15]1=2)[C:5](=[O:11])[O:6][C:7]([CH3:10])([CH3:9])[CH3:8]. The yield is 0.476. (5) The reactants are [C:1]([C:5]1[CH:6]=[C:7]([NH:18][C:19]([NH:21][C@@H:22]2[C:31]3[C:26](=[CH:27][CH:28]=[CH:29][CH:30]=3)[C@H:25]([O:32][C:33]3[CH:34]=[CH:35][C:36]4[N:37]([C:39]([N:42]5[CH2:47][CH2:46][CH2:45][CH2:44][C@@H:43]5[CH3:48])=[N:40][N:41]=4)[CH:38]=3)[CH2:24][CH2:23]2)=[O:20])[N:8]([C:10]2[CH:15]=[CH:14][C:13]([CH:16]=O)=[CH:12][CH:11]=2)[N:9]=1)([CH3:4])([CH3:3])[CH3:2].[CH3:49][N:50]1[CH2:56][CH2:55][CH2:54][NH:53][CH2:52][CH2:51]1.C(O[BH-](OC(=O)C)OC(=O)C)(=O)C.[Na+].O. The catalyst is C(Cl)Cl. The product is [C:1]([C:5]1[CH:6]=[C:7]([NH:18][C:19]([NH:21][C@@H:22]2[C:31]3[C:26](=[CH:27][CH:28]=[CH:29][CH:30]=3)[C@H:25]([O:32][C:33]3[CH:34]=[CH:35][C:36]4[N:37]([C:39]([N:42]5[CH2:47][CH2:46][CH2:45][CH2:44][C@@H:43]5[CH3:48])=[N:40][N:41]=4)[CH:38]=3)[CH2:24][CH2:23]2)=[O:20])[N:8]([C:10]2[CH:11]=[CH:12][C:13]([CH2:16][N:53]3[CH2:54][CH2:55][CH2:56][N:50]([CH3:49])[CH2:51][CH2:52]3)=[CH:14][CH:15]=2)[N:9]=1)([CH3:3])([CH3:4])[CH3:2]. The yield is 0.730. (6) The reactants are [C:1]([NH:4][C:5]([CH2:17][CH2:18][C:19]1[CH:24]=[CH:23][CH:22]=[CH:21][N:20]=1)([CH2:13][CH2:14][CH:15]=[CH2:16])[C:6]([NH:8][C:9]([CH3:12])([CH3:11])[CH3:10])=[O:7])(=[O:3])[CH3:2].[CH3:25][C:26]1([CH3:33])[C:30]([CH3:32])([CH3:31])[O:29][BH:28][O:27]1.O. The yield is 0.700. The catalyst is ClCCl.[Ir+].ClC1CCC=CCCC=1.C1(P(C2C=CC=CC=2)CCP(C2C=CC=CC=2)C2C=CC=CC=2)C=CC=CC=1. The product is [C:1]([NH:4][C:5]([CH2:17][CH2:18][C:19]1[CH:24]=[CH:23][CH:22]=[CH:21][N:20]=1)([CH2:13][CH2:14][CH2:15][CH2:16][B:28]1[O:29][C:30]([CH3:32])([CH3:31])[C:26]([CH3:33])([CH3:25])[O:27]1)[C:6]([NH:8][C:9]([CH3:12])([CH3:11])[CH3:10])=[O:7])(=[O:3])[CH3:2]. (7) The reactants are [Cl:1][C-:2]1[CH:6]=[CH:5][CH:4]=[CH:3]1.[C-:7]1([Cl:12])[CH:11]=[CH:10][CH:9]=[CH:8]1.[Zr+2:13].O=O.C([Li])CCC.[CH3:21][CH2:22][C:23]#[C:24][CH2:25][CH3:26].[Cl:27][P:28]([C:35]1[CH:40]=[CH:39][CH:38]=[CH:37][CH:36]=1)[C:29]1[CH:34]=[CH:33][CH:32]=[CH:31][CH:30]=1.[ClH:41]. The catalyst is O1CCCC1.O. The product is [Cl-:1].[Zr+4:13].[CH:2]1([P:28]([CH:7]2[CH:11]=[CH:10][CH:9]=[CH:8]2)([C:35]([CH2:40][CH3:39])=[CH:36][CH2:37][CH3:38])([C:29]2[CH:34]=[CH:33][CH:32]=[CH:31][CH:30]=2)[C:23]2[CH:22]=[CH:21][CH:26]=[CH:25][CH:24]=2)[CH:6]=[CH:5][CH:4]=[CH:3]1.[Cl-:12].[Cl-:27].[Cl-:41]. The yield is 0.650. (8) The reactants are [NH2:1][C:2]1[C:11]([F:12])=[CH:10][C:9]([Br:13])=[CH:8][C:3]=1[C:4]([NH:6][CH3:7])=[O:5].Br.CN1CCCC1=O.C(N(CC)C(C)C)(C)C.[Cl:31][C:32]1[N:37]=[C:36](Cl)[C:35]([Cl:39])=[CH:34][N:33]=1. No catalyst specified. The product is [Br:13][C:9]1[CH:10]=[C:11]([F:12])[C:2]([NH:1][C:34]2[C:35]([Cl:39])=[CH:36][N:37]=[C:32]([Cl:31])[N:33]=2)=[C:3]([CH:8]=1)[C:4]([NH:6][CH3:7])=[O:5]. The yield is 0.500. (9) The reactants are [NH2:1][C:2]1[CH:3]=[C:4]([CH:7]=[CH:8][C:9]=1[NH:10][CH2:11][CH2:12][CH:13]([CH3:15])[CH3:14])[C:5]#[N:6].C(N(CC)CC)C.[C:23](OCC(Cl)=O)(=[O:25])[CH3:24].C([O-])([O-])=O.[K+].[K+]. The catalyst is C(Cl)Cl. The product is [OH:25][CH2:23][C:24]1[N:10]([CH2:11][CH2:12][CH:13]([CH3:15])[CH3:14])[C:9]2[CH:8]=[CH:7][C:4]([C:5]#[N:6])=[CH:3][C:2]=2[N:1]=1. The yield is 0.940. (10) The reactants are [O:1]=[CH:2][C:3]1[CH:11]=[CH:10][C:8]([OH:9])=[C:5]([O:6][CH3:7])[CH:4]=1.[C:12]([O-])([O-])=O.[K+].[K+].[CH2:18](Br)[C:19]#C. The catalyst is CN(C=O)C. The product is [CH3:12][O:9][C:8]1[CH:10]=[CH:11][C:3]([CH:2]=[O:1])=[CH:4][C:5]=1[O:6][CH2:7][C:18]#[CH:19]. The yield is 0.800.